From a dataset of Reaction yield outcomes from USPTO patents with 853,638 reactions. Predict the reaction yield, written as a fraction of the theoretical maximum amount of product (1.0 means a 100% yield; for example, 0.34 means a 34% yield). (1) The reactants are [CH3:1][C:2]1[NH:3][C:4](=[O:21])[CH2:5][CH:6]([C:11]2[CH:20]=[CH:19][C:18]3[C:13](=[CH:14][CH:15]=[CH:16][CH:17]=3)[CH:12]=2)[C:7]=1[C:8](O)=[O:9].[NH2:22][C:23]1[CH:24]=[C:25]2[C:29](=[CH:30][CH:31]=1)[NH:28][N:27]=[C:26]2[CH3:32].C(Cl)CCl.CCN(CC)CC. The catalyst is CN(C=O)C.CCOC(C)=O.Cl. The product is [CH3:1][C:2]1[NH:3][C:4](=[O:21])[CH2:5][CH:6]([C:11]2[CH:20]=[CH:19][C:18]3[C:13](=[CH:14][CH:15]=[CH:16][CH:17]=3)[CH:12]=2)[C:7]=1[C:8]([NH:22][C:23]1[CH:24]=[C:25]2[C:29](=[CH:30][CH:31]=1)[NH:28][N:27]=[C:26]2[CH3:32])=[O:9]. The yield is 0.210. (2) The reactants are [CH2:1]([O:8][C:9]1[CH:14]=[CH:13][CH:12]=[C:11]([NH:15][C:16]([O:18]C2C=CC=CC=2)=O)[CH:10]=1)[C:2]1[CH:7]=[CH:6][CH:5]=[CH:4][CH:3]=1.[C:25]([O:29][C:30]([NH:32][C:33]1[CH:38]=[CH:37][CH:36]=[CH:35][C:34]=1[NH:39][C:40](=[O:55])[C:41]1[CH:46]=[CH:45][C:44]([CH2:47][NH:48][CH2:49][CH2:50][CH2:51][N:52]([CH3:54])[CH3:53])=[CH:43][CH:42]=1)=[O:31])([CH3:28])([CH3:27])[CH3:26].O. The catalyst is CS(C)=O. The product is [CH2:1]([O:8][C:9]1[CH:10]=[C:11]([NH:15][C:16](=[O:18])[N:48]([CH2:47][C:44]2[CH:45]=[CH:46][C:41]([C:40]([NH:39][C:34]3[CH:35]=[CH:36][CH:37]=[CH:38][C:33]=3[NH:32][C:30]([O:29][C:25]([CH3:26])([CH3:28])[CH3:27])=[O:31])=[O:55])=[CH:42][CH:43]=2)[CH2:49][CH2:50][CH2:51][N:52]([CH3:53])[CH3:54])[CH:12]=[CH:13][CH:14]=1)[C:2]1[CH:3]=[CH:4][CH:5]=[CH:6][CH:7]=1. The yield is 0.150. (3) The reactants are C(C1C=[N:6][NH:7][C:8]2[CH:14]=[CH:13][CH:12]=[CH:11][C:9]=2[CH:10]=1)(=O)C.C1(C)C=C(C)C=C(C)C=1S(ONC(=O)[O:29][CH2:30][CH:31]=C)(=O)=O.[CH2:35]([NH:37]CC)[CH3:36]. The catalyst is C1(C)C=CC=CC=1.C(Cl)Cl.C1C=CC([P]([Pd]([P](C2C=CC=CC=2)(C2C=CC=CC=2)C2C=CC=CC=2)([P](C2C=CC=CC=2)(C2C=CC=CC=2)C2C=CC=CC=2)[P](C2C=CC=CC=2)(C2C=CC=CC=2)C2C=CC=CC=2)(C2C=CC=CC=2)C2C=CC=CC=2)=CC=1. The product is [C:30]([N:37]1[CH2:10][C:9]2[CH:11]=[CH:12][CH:13]=[CH:14][C:8]=2[N:7]([NH2:6])[CH2:36][CH2:35]1)(=[O:29])[CH3:31]. The yield is 0.440. (4) The reactants are [CH:1]([C:3]1[CH:8]=[C:7](Br)[CH:6]=[C:5]([CH:10]=[O:11])[C:4]=1[OH:12])=[O:2].[CH:13]#[C:14][CH2:15][CH2:16][CH2:17][CH2:18][CH2:19][CH2:20][CH2:21][CH2:22][CH2:23][CH3:24]. The catalyst is C(#N)C.[Cu]I.C1(C=CC=CC=1)[P](C1C=CC=CC=1)(C1C=CC=CC=1)[Pd][P](C1C=CC=CC=1)(C1C=CC=CC=1)C1C=CC=CC=1. The product is [CH:1]([C:3]1[CH:8]=[C:7]([C:13]#[C:14][CH2:15][CH2:16][CH2:17][CH2:18][CH2:19][CH2:20][CH2:21][CH2:22][CH2:23][CH3:24])[CH:6]=[C:5]([CH:10]=[O:11])[C:4]=1[OH:12])=[O:2]. The yield is 0.460. (5) The reactants are [NH2:1][C:2]1[CH:10]=[C:9]([O:11][CH3:12])[CH:8]=[C:7]([O:13][CH3:14])[C:3]=1[C:4]([NH2:6])=[O:5].[CH2:15]([N:17]1[CH2:22][CH2:21][N:20]([CH2:23][C:24]2[CH:31]=[CH:30][C:27]([CH:28]=O)=[CH:26][CH:25]=2)[CH2:19][CH2:18]1)[CH3:16].OS([O-])=O.[Na+].CC1C=CC(S(O)(=O)=O)=CC=1.C([O-])(O)=O.[Na+]. The catalyst is CN(C)C(=O)C.O. The product is [CH2:15]([N:17]1[CH2:18][CH2:19][N:20]([CH2:23][C:24]2[CH:25]=[CH:26][C:27]([C:28]3[NH:6][C:4](=[O:5])[C:3]4[C:2](=[CH:10][C:9]([O:11][CH3:12])=[CH:8][C:7]=4[O:13][CH3:14])[N:1]=3)=[CH:30][CH:31]=2)[CH2:21][CH2:22]1)[CH3:16]. The yield is 0.270.